Dataset: Catalyst prediction with 721,799 reactions and 888 catalyst types from USPTO. Task: Predict which catalyst facilitates the given reaction. (1) Reactant: [CH2:1]([O:8][C:9]1[CH:14]=[CH:13][C:12]([NH:15][C:16](=[O:19])[CH2:17]Cl)=[CH:11][CH:10]=1)[C:2]1[CH:7]=[CH:6][CH:5]=[CH:4][CH:3]=1.[CH2:20]([NH2:27])[C:21]1[CH:26]=[CH:25][CH:24]=[CH:23][CH:22]=1. Product: [CH2:20]([NH:27][CH2:17][C:16]([NH:15][C:12]1[CH:13]=[CH:14][C:9]([O:8][CH2:1][C:2]2[CH:7]=[CH:6][CH:5]=[CH:4][CH:3]=2)=[CH:10][CH:11]=1)=[O:19])[C:21]1[CH:26]=[CH:25][CH:24]=[CH:23][CH:22]=1. The catalyst class is: 1. (2) Reactant: Br[C:2]1[CH:7]=[C:6]([F:8])[C:5]([F:9])=[CH:4][C:3]=1Br.[CH3:11][S:12][C:13]1[CH:18]=[CH:17][C:16](B(O)O)=[CH:15][CH:14]=1.[F:22][C:23]1[CH:28]=[CH:27][C:26](B(O)O)=[CH:25][CH:24]=1.C([O-])([O-])=O.[Na+].[Na+]. Product: [F:8][C:6]1[CH:7]=[C:2]([C:16]2[CH:17]=[CH:18][C:13]([S:12][CH3:11])=[CH:14][CH:15]=2)[C:3]([C:26]2[CH:27]=[CH:28][C:23]([F:22])=[CH:24][CH:25]=2)=[CH:4][C:5]=1[F:9]. The catalyst class is: 335. (3) Reactant: FC(F)(F)C(OC(=O)C(F)(F)F)=[O:4].[Br:14][C:15]1[CH:16]=[C:17]2[C:22](=[CH:23][C:24]=1[O:25][CH3:26])[N+:21]([O-])=[CH:20][CH:19]=[CH:18]2.O. Product: [Br:14][C:15]1[CH:16]=[C:17]2[C:22](=[CH:23][C:24]=1[O:25][CH3:26])[NH:21][C:20](=[O:4])[CH:19]=[CH:18]2. The catalyst class is: 3. (4) Reactant: Br[C:2]1[C:9]([F:10])=[C:8]([F:11])[C:5]([C:6]#[N:7])=[C:4]([F:12])[C:3]=1[F:13].[C:14]([C:16]1[N:21]=[CH:20][C:19](B2OC(C)(C)C(C)(C)O2)=[CH:18][N:17]=1)#[N:15].C1(P(C2CCCCC2)C2C=CC=CC=2C2C(OC)=CC=CC=2OC)CCCCC1.[O-]P([O-])([O-])=O.[K+].[K+].[K+]. Product: [C:6]([C:5]1[C:8]([F:11])=[C:9]([F:10])[C:2]([C:19]2[CH:18]=[N:17][C:16]([C:14]#[N:15])=[N:21][CH:20]=2)=[C:3]([F:13])[C:4]=1[F:12])#[N:7]. The catalyst class is: 101. (5) Reactant: Cl.[CH:2]1([CH2:5][N:6]2[CH2:12][CH2:11][CH2:10][N:9]([C:13]([C@H:15]3[CH2:19][CH2:18][N:17](C(OC(C)(C)C)=O)[CH2:16]3)=[O:14])[CH2:8][CH2:7]2)[CH2:4][CH2:3]1. Product: [CH:2]1([CH2:5][N:6]2[CH2:12][CH2:11][CH2:10][N:9]([C:13]([C@H:15]3[CH2:19][CH2:18][NH:17][CH2:16]3)=[O:14])[CH2:8][CH2:7]2)[CH2:4][CH2:3]1. The catalyst class is: 169. (6) Reactant: [O:1]=[C:2]1[C:7]([C:8]([NH:10][CH2:11][CH2:12][C:13](OCC)=O)=[O:9])=[CH:6][C:5]([C:18]2[CH:23]=[CH:22][N:21]=[CH:20][CH:19]=2)=[N:4][NH:3]1.O=[C:25]1[C:30]([C:31]([OH:33])=O)=CC(C2C=CN=CC=2)=NN1.ON1C2C=CC=C[C:44]=2N=N1.C(N(CC)C(C)C)(C)C.F[P-](F)(F)(F)(F)F.N1(OC(N(C)C)=[N+](C)C)C2N=CC=CC=2N=N1. Product: [OH:33][C:31]1[CH:44]=[CH:13][C:12]([CH2:11][NH:10][C:8]([C:7]2[C:2](=[O:1])[NH:3][N:4]=[C:5]([C:18]3[CH:19]=[CH:20][N:21]=[CH:22][CH:23]=3)[CH:6]=2)=[O:9])=[CH:25][CH:30]=1. The catalyst class is: 9. (7) Reactant: [CH3:1][NH:2][C:3]([C:5]1[CH:14]=[CH:13][C:12]2[C:7](=[CH:8][CH:9]=[CH:10][C:11]=2[N:15]2[CH2:20][CH2:19][N:18](C(OC(C)(C)C)=O)[CH2:17][CH2:16]2)[N:6]=1)=[O:4]. Product: [CH3:1][NH:2][C:3]([C:5]1[CH:14]=[CH:13][C:12]2[C:7](=[CH:8][CH:9]=[CH:10][C:11]=2[N:15]2[CH2:20][CH2:19][NH:18][CH2:17][CH2:16]2)[N:6]=1)=[O:4]. The catalyst class is: 2. (8) Reactant: [CH2:1]([O:4][C:5]1([CH3:46])[CH2:10][CH2:9][N:8]([C:11]2[C:12]3[N:13]([N:28]=[C:29]([C:31]4[CH:32]=[C:33]([C:37]5[C:42]([OH:43])=[CH:41][CH:40]=[C:39]([CH3:44])[C:38]=5[F:45])[CH:34]=[CH:35][CH:36]=4)[CH:30]=3)[CH:14]=[C:15]([CH3:27])[C:16]=2[C@H:17]([O:22][C:23]([CH3:26])([CH3:25])[CH3:24])[C:18]([O:20][CH3:21])=[O:19])[CH2:7][CH2:6]1)[CH:2]=[CH2:3].[CH3:47][C@@H:48](O)[CH2:49][CH:50]=[CH2:51].C1C=CC(P(C2C=CC=CC=2)C2C=CC=CC=2)=CC=1.CCOC(/N=N/C(OCC)=O)=O. Product: [CH2:1]([O:4][C:5]1([CH3:46])[CH2:6][CH2:7][N:8]([C:11]2[C:12]3[N:13]([N:28]=[C:29]([C:31]4[CH:32]=[C:33]([C:37]5[C:42]([O:43][C@H:50]([CH2:49][CH:48]=[CH2:47])[CH3:51])=[CH:41][CH:40]=[C:39]([CH3:44])[C:38]=5[F:45])[CH:34]=[CH:35][CH:36]=4)[CH:30]=3)[CH:14]=[C:15]([CH3:27])[C:16]=2[C@H:17]([O:22][C:23]([CH3:25])([CH3:24])[CH3:26])[C:18]([O:20][CH3:21])=[O:19])[CH2:9][CH2:10]1)[CH:2]=[CH2:3]. The catalyst class is: 20.